Dataset: NCI-60 drug combinations with 297,098 pairs across 59 cell lines. Task: Regression. Given two drug SMILES strings and cell line genomic features, predict the synergy score measuring deviation from expected non-interaction effect. (1) Drug 1: CC(C1=C(C=CC(=C1Cl)F)Cl)OC2=C(N=CC(=C2)C3=CN(N=C3)C4CCNCC4)N. Drug 2: CN(CC1=CN=C2C(=N1)C(=NC(=N2)N)N)C3=CC=C(C=C3)C(=O)NC(CCC(=O)O)C(=O)O. Cell line: NCI-H322M. Synergy scores: CSS=7.59, Synergy_ZIP=0.522, Synergy_Bliss=4.92, Synergy_Loewe=1.64, Synergy_HSA=1.62. (2) Drug 1: C1=CC(=C2C(=C1NCCNCCO)C(=O)C3=C(C=CC(=C3C2=O)O)O)NCCNCCO. Drug 2: CS(=O)(=O)OCCCCOS(=O)(=O)C. Cell line: HCC-2998. Synergy scores: CSS=23.2, Synergy_ZIP=-1.61, Synergy_Bliss=-2.37, Synergy_Loewe=-15.2, Synergy_HSA=-3.50. (3) Drug 1: CCCCC(=O)OCC(=O)C1(CC(C2=C(C1)C(=C3C(=C2O)C(=O)C4=C(C3=O)C=CC=C4OC)O)OC5CC(C(C(O5)C)O)NC(=O)C(F)(F)F)O. Drug 2: C1C(C(OC1N2C=NC(=NC2=O)N)CO)O. Cell line: SK-MEL-5. Synergy scores: CSS=57.5, Synergy_ZIP=0.888, Synergy_Bliss=2.19, Synergy_Loewe=1.76, Synergy_HSA=1.30. (4) Drug 1: CCC1(CC2CC(C3=C(CCN(C2)C1)C4=CC=CC=C4N3)(C5=C(C=C6C(=C5)C78CCN9C7C(C=CC9)(C(C(C8N6C=O)(C(=O)OC)O)OC(=O)C)CC)OC)C(=O)OC)O.OS(=O)(=O)O. Drug 2: C1CN(P(=O)(OC1)NCCCl)CCCl. Cell line: SK-MEL-28. Synergy scores: CSS=6.70, Synergy_ZIP=-1.71, Synergy_Bliss=-0.130, Synergy_Loewe=-11.3, Synergy_HSA=-1.92. (5) Drug 1: CC1OCC2C(O1)C(C(C(O2)OC3C4COC(=O)C4C(C5=CC6=C(C=C35)OCO6)C7=CC(=C(C(=C7)OC)O)OC)O)O. Drug 2: CC1=C2C(C(=O)C3(C(CC4C(C3C(C(C2(C)C)(CC1OC(=O)C(C(C5=CC=CC=C5)NC(=O)C6=CC=CC=C6)O)O)OC(=O)C7=CC=CC=C7)(CO4)OC(=O)C)O)C)OC(=O)C. Cell line: UO-31. Synergy scores: CSS=11.9, Synergy_ZIP=-6.67, Synergy_Bliss=-5.79, Synergy_Loewe=-2.11, Synergy_HSA=-1.75.